This data is from Reaction yield outcomes from USPTO patents with 853,638 reactions. The task is: Predict the reaction yield, written as a fraction of the theoretical maximum amount of product (1.0 means a 100% yield; for example, 0.34 means a 34% yield). (1) The reactants are [CH3:1][C:2]1[O:3][C:4]2[C:5]([N:10]=1)=[N:6][CH:7]=[CH:8][CH:9]=2.[CH2:11]([I:13])[CH3:12]. No catalyst specified. The product is [I-:13].[CH2:11]([N:6]1[CH:7]=[CH:8][CH:9]=[C:4]2[O:3][CH:2]([CH3:1])[NH+:10]=[C:5]12)[CH3:12]. The yield is 0.860. (2) The reactants are [C:1]([O:5][C:6](=[O:21])[N:7]([CH2:11][C:12]1[CH:17]=[CH:16][CH:15]=[CH:14][C:13]=1[N:18]=[N+:19]=[N-:20])[CH2:8][C:9]#[CH:10])([CH3:4])([CH3:3])[CH3:2]. The catalyst is C1(C)C=CC=CC=1. The product is [C:1]([O:5][C:6]([N:7]1[CH2:8][C:9]2[N:18]([N:19]=[N:20][CH:10]=2)[C:13]2[CH:14]=[CH:15][CH:16]=[CH:17][C:12]=2[CH2:11]1)=[O:21])([CH3:4])([CH3:2])[CH3:3]. The yield is 0.920. (3) The reactants are [Br:1][C:2]1[CH:3]=[C:4]2[C:8](=[CH:9][C:10]=1[CH3:11])[NH:7][C:6](C(O)=O)=[C:5]2[CH3:15].BrC1C(C)=C2C(=CC=1)NC(C(O)=O)=C2C.CCOCC.Cl. The catalyst is N1C2C(=CC=CC=2)C=CC=1.[Cu]. The product is [Br:1][C:2]1[CH:3]=[C:4]2[C:8](=[CH:9][C:10]=1[CH3:11])[NH:7][CH:6]=[C:5]2[CH3:15]. The yield is 0.370.